Dataset: Forward reaction prediction with 1.9M reactions from USPTO patents (1976-2016). Task: Predict the product of the given reaction. (1) Given the reactants [C:1]([O:5][C:6](=[O:30])[CH2:7][CH:8]([NH:15][S:16]([C:19]1[CH:24]=[CH:23][C:22]([NH:25][C:26](=[O:28])[CH3:27])=[CH:21][C:20]=1[OH:29])(=[O:18])=[O:17])[C:9]([N:11]([O:13][CH3:14])[CH3:12])=[O:10])([CH3:4])([CH3:3])[CH3:2].[N:31]1[C:40]2[C:35](=[C:36]([CH2:41][CH2:42]O)[CH:37]=[CH:38][CH:39]=2)[CH:34]=[CH:33][CH:32]=1.C1(P(C2C=CC=CC=2)C2C=CC=CC=2)C=CC=CC=1.CCOC(/N=N/C(OCC)=O)=O, predict the reaction product. The product is: [C:1]([O:5][C:6](=[O:30])[CH2:7][CH:8]([NH:15][S:16]([C:19]1[CH:24]=[CH:23][C:22]([NH:25][C:26](=[O:28])[CH3:27])=[CH:21][C:20]=1[O:29][CH2:42][CH2:41][C:36]1[CH:37]=[CH:38][CH:39]=[C:40]2[C:35]=1[CH:34]=[CH:33][CH:32]=[N:31]2)(=[O:18])=[O:17])[C:9]([N:11]([O:13][CH3:14])[CH3:12])=[O:10])([CH3:4])([CH3:2])[CH3:3]. (2) Given the reactants C[O:2][C:3]1[CH:8]=[CH:7][C:6]([S:9][C:10]2[CH:11]=[C:12]([NH2:17])[CH:13]=[C:14]([CH3:16])[CH:15]=2)=[CH:5][CH:4]=1.B(Br)(Br)Br, predict the reaction product. The product is: [NH2:17][C:12]1[CH:11]=[C:10]([S:9][C:6]2[CH:7]=[CH:8][C:3]([OH:2])=[CH:4][CH:5]=2)[CH:15]=[C:14]([CH3:16])[CH:13]=1. (3) Given the reactants [C:1]1([C:7]2[S:8][CH:9]=[C:10]([CH2:12][O:13][C:14]3[CH:21]=[CH:20][C:17]([CH:18]=[O:19])=[CH:16][CH:15]=3)[N:11]=2)[CH:6]=[CH:5][CH:4]=[CH:3][CH:2]=1.O1CCCC1.[BH4-].[Na+].Cl, predict the reaction product. The product is: [C:1]1([C:7]2[S:8][CH:9]=[C:10]([CH2:12][O:13][C:14]3[CH:15]=[CH:16][C:17]([CH2:18][OH:19])=[CH:20][CH:21]=3)[N:11]=2)[CH:2]=[CH:3][CH:4]=[CH:5][CH:6]=1. (4) Given the reactants [CH2:1]1[C:9]2[C:4](=[CH:5][CH:6]=[CH:7][CH:8]=2)[CH2:3][CH:2]1[NH:10][C:11]1[N:12]=[CH:13][C:14]2[CH2:20][N:19]([C:21]([O:23][CH2:24][CH2:25][CH2:26][C:27]#[N:28])=[O:22])[CH2:18][CH2:17][C:15]=2[N:16]=1.[N:29]([Si](C)(C)C)=[N+:30]=[N-:31].C([Sn](CCCC)=O)CCC, predict the reaction product. The product is: [CH2:1]1[C:9]2[C:4](=[CH:5][CH:6]=[CH:7][CH:8]=2)[CH2:3][CH:2]1[NH:10][C:11]1[N:12]=[CH:13][C:14]2[CH2:20][N:19]([C:21]([O:23][CH2:24][CH2:25][CH2:26][C:27]3[NH:31][N:30]=[N:29][N:28]=3)=[O:22])[CH2:18][CH2:17][C:15]=2[N:16]=1. (5) Given the reactants Cl.[CH:2]([C:5]1[N:9]=[C:8]([CH:10]2[CH2:15][CH2:14][NH:13][CH2:12][CH2:11]2)[O:7][N:6]=1)([CH3:4])[CH3:3].C(N(C(C)C)CC)(C)C.[Cl:25][C:26]1[C:31]([CH3:32])=[C:30](Cl)[N:29]=[CH:28][N:27]=1, predict the reaction product. The product is: [Cl:25][C:26]1[N:27]=[CH:28][N:29]=[C:30]([N:13]2[CH2:14][CH2:15][CH:10]([C:8]3[O:7][N:6]=[C:5]([CH:2]([CH3:4])[CH3:3])[N:9]=3)[CH2:11][CH2:12]2)[C:31]=1[CH3:32]. (6) Given the reactants [CH3:1][O:2][C:3]1[CH:4]=[C:5]([NH2:15])[CH:6]=[CH:7][C:8]=1[N:9]1[CH:13]=[C:12]([CH3:14])[N:11]=[CH:10]1.[C:16]([O:20][C:21](=[O:33])[CH2:22][N:23]([C:25]1[CH:30]=[C:29]([CH3:31])[N:28]=[C:27](Cl)[N:26]=1)[CH3:24])([CH3:19])([CH3:18])[CH3:17].C(=O)([O-])[O-].[K+].[K+], predict the reaction product. The product is: [C:16]([O:20][C:21](=[O:33])[CH2:22][N:23]([C:25]1[CH:30]=[C:29]([CH3:31])[N:28]=[C:27]([NH:15][C:5]2[CH:6]=[CH:7][C:8]([N:9]3[CH:13]=[C:12]([CH3:14])[N:11]=[CH:10]3)=[C:3]([O:2][CH3:1])[CH:4]=2)[N:26]=1)[CH3:24])([CH3:19])([CH3:18])[CH3:17]. (7) Given the reactants [Cu]([C:4]#[N:5])C#N.Br[C:7]1[CH:8]=[N:9][CH:10]=[C:11]([F:14])[C:12]=1[CH3:13], predict the reaction product. The product is: [F:14][C:11]1[CH:10]=[N:9][CH:8]=[C:7]([C:12]=1[CH3:13])[C:4]#[N:5]. (8) Given the reactants [CH2:1]([O:3][C:4](=[O:16])[C:5]1[CH:10]=[C:9]([CH:11]=[C:12]([CH3:14])[CH3:13])[N:8]=[C:7]([CH3:15])[CH:6]=1)[CH3:2], predict the reaction product. The product is: [CH2:1]([O:3][C:4](=[O:16])[C:5]1[CH:10]=[C:9]([CH2:11][CH:12]([CH3:13])[CH3:14])[N:8]=[C:7]([CH3:15])[CH:6]=1)[CH3:2]. (9) Given the reactants [F:1][C@:2]1([CH3:11])[C@H:7]([OH:8])[C@@H:6]([CH2:9][OH:10])[O:5][C:3]1=[O:4].[C:12](Cl)(=[O:19])[C:13]1[CH:18]=[CH:17][CH:16]=[CH:15][CH:14]=1.C([O:24][CH2:25][CH3:26])(=O)C.[CH3:27][CH2:28][CH2:29][CH2:30][CH2:31]CC, predict the reaction product. The product is: [C:12]([C@@:7]1([OH:8])[C@@H:6]([CH:9]([C:25](=[O:24])[C:26]2[CH:31]=[CH:30][CH:29]=[CH:28][CH:27]=2)[OH:10])[O:5][C:3](=[O:4])[C@@:2]1([F:1])[CH3:11])(=[O:19])[C:13]1[CH:18]=[CH:17][CH:16]=[CH:15][CH:14]=1.